From a dataset of Peptide-MHC class I binding affinity with 185,985 pairs from IEDB/IMGT. Regression. Given a peptide amino acid sequence and an MHC pseudo amino acid sequence, predict their binding affinity value. This is MHC class I binding data. (1) The peptide sequence is APKEFRGAL. The MHC is HLA-B35:01 with pseudo-sequence HLA-B35:01. The binding affinity (normalized) is 0.0847. (2) The peptide sequence is SFYADPKRF. The MHC is H-2-Kb with pseudo-sequence H-2-Kb. The binding affinity (normalized) is 0.314. (3) The peptide sequence is EGIYIEGLM. The MHC is HLA-A24:02 with pseudo-sequence HLA-A24:02. The binding affinity (normalized) is 0. (4) The peptide sequence is RRSLLAHVR. The MHC is HLA-A26:02 with pseudo-sequence HLA-A26:02. The binding affinity (normalized) is 0.0847. (5) The peptide sequence is GVRLHPLAR. The MHC is HLA-A03:01 with pseudo-sequence HLA-A03:01. The binding affinity (normalized) is 0.303.